The task is: Predict the reaction yield, written as a fraction of the theoretical maximum amount of product (1.0 means a 100% yield; for example, 0.34 means a 34% yield).. This data is from Reaction yield outcomes from USPTO patents with 853,638 reactions. The reactants are [F:1][CH:2]([F:15])[O:3][C@H:4]([CH3:14])[C@H:5]([NH:9][C:10]([O:12][CH3:13])=[O:11])[C:6]([OH:8])=O.[NH:16]1[CH2:20][CH2:19][CH2:18][C@H:17]1[C:21]1[NH:22][C:23]([C:26]2[CH:35]=[CH:34][C:33]3[C:28](=[CH:29][CH:30]=[C:31]([B:36]4[O:40][C:39]([CH3:42])([CH3:41])[C:38]([CH3:44])([CH3:43])[O:37]4)[CH:32]=3)[CH:27]=2)=[CH:24][N:25]=1.CN(C(ON1N=NC2C=CC=NC1=2)=[N+](C)C)C.F[P-](F)(F)(F)(F)F.C(N(C(C)C)CC)(C)C. The catalyst is CN(C)C=O.C(OCC)(=O)C. The product is [F:15][CH:2]([F:1])[O:3][C@H:4]([CH3:14])[C@H:5]([NH:9][C:10](=[O:11])[O:12][CH3:13])[C:6](=[O:8])[N:16]1[CH2:20][CH2:19][CH2:18][C@H:17]1[C:21]1[NH:22][C:23]([C:26]2[CH:35]=[CH:34][C:33]3[C:28](=[CH:29][CH:30]=[C:31]([B:36]4[O:40][C:39]([CH3:42])([CH3:41])[C:38]([CH3:44])([CH3:43])[O:37]4)[CH:32]=3)[CH:27]=2)=[CH:24][N:25]=1. The yield is 0.470.